Dataset: Forward reaction prediction with 1.9M reactions from USPTO patents (1976-2016). Task: Predict the product of the given reaction. (1) Given the reactants [CH3:1][C:2]1[C:6]2[CH:7]=[C:8]([CH3:12])[C:9]([CH3:11])=[CH:10][C:5]=2[O:4][N:3]=1.I[CH2:14][CH:15]1[CH2:20][CH2:19][N:18]([C:21]([O:23][C:24]([CH3:27])([CH3:26])[CH3:25])=[O:22])[CH2:17][CH2:16]1.[Li+].CC([N-]C(C)C)C, predict the reaction product. The product is: [CH3:12][C:8]1[C:9]([CH3:11])=[CH:10][C:5]2[O:4][N:3]=[C:2]([CH2:1][CH2:14][CH:15]3[CH2:20][CH2:19][N:18]([C:21]([O:23][C:24]([CH3:25])([CH3:27])[CH3:26])=[O:22])[CH2:17][CH2:16]3)[C:6]=2[CH:7]=1. (2) Given the reactants CS(O[C@H:6]1[CH2:9][C@@H:8]([NH:10][C:11]([O:13][C:14]([CH3:17])([CH3:16])[CH3:15])=[O:12])[CH2:7]1)(=O)=O.[N-:18]=[N+:19]=[N-:20].[Na+], predict the reaction product. The product is: [C:14]([O:13][C:11](=[O:12])[NH:10][C@H:8]1[CH2:9][C@@H:6]([N:18]=[N+:19]=[N-:20])[CH2:7]1)([CH3:17])([CH3:16])[CH3:15]. (3) Given the reactants [OH-].[K+].[OH:3][CH2:4][CH2:5][CH2:6][CH2:7][CH2:8][OH:9].O1CCOCC1.[C:16]1([CH2:22][O:23][CH2:24][CH:25](OS(C2C=CC(C)=CC=2)(=O)=O)[CH3:26])[CH:21]=[CH:20][CH:19]=[CH:18][CH:17]=1, predict the reaction product. The product is: [C:16]1([CH2:22][O:23][CH2:24][CH:25]([O:3][CH2:4][CH2:5][CH2:6][CH2:7][CH2:8][OH:9])[CH3:26])[CH:21]=[CH:20][CH:19]=[CH:18][CH:17]=1. (4) Given the reactants [Cl-].O[NH3+:3].[C:4](=[O:7])([O-])[OH:5].[Na+].CS(C)=O.[CH2:13]([C:17]1[N:18]=[C:19]([CH3:50])[N:20]([C:39]2[CH:44]=[CH:43][CH:42]=[C:41]([O:45][CH2:46][CH2:47][O:48][CH3:49])[CH:40]=2)[C:21](=[O:38])[C:22]=1[CH2:23][C:24]1[CH:29]=[CH:28][C:27]([C:30]2[C:31]([C:36]#[N:37])=[CH:32][CH:33]=[CH:34][CH:35]=2)=[CH:26][CH:25]=1)[CH2:14][CH2:15][CH3:16], predict the reaction product. The product is: [CH2:13]([C:17]1[N:18]=[C:19]([CH3:50])[N:20]([C:39]2[CH:44]=[CH:43][CH:42]=[C:41]([O:45][CH2:46][CH2:47][O:48][CH3:49])[CH:40]=2)[C:21](=[O:38])[C:22]=1[CH2:23][C:24]1[CH:25]=[CH:26][C:27]([C:30]2[CH:35]=[CH:34][CH:33]=[CH:32][C:31]=2[C:36]2[NH:3][C:4](=[O:7])[O:5][N:37]=2)=[CH:28][CH:29]=1)[CH2:14][CH2:15][CH3:16]. (5) Given the reactants [CH:1]([C:4]1[CH:5]=[C:6]([OH:10])[CH:7]=[CH:8][CH:9]=1)([CH3:3])[CH3:2].C1N2CN3CN(C2)CN1C3.FC(F)(F)[C:23](O)=[O:24], predict the reaction product. The product is: [OH:10][C:6]1[CH:5]=[C:4]([CH:1]([CH3:3])[CH3:2])[CH:9]=[CH:8][C:7]=1[CH:23]=[O:24]. (6) Given the reactants [CH2:1]([C:8]1[CH:13]=[C:12]([CH3:14])[N:11]=[C:10]([Cl:15])[N:9]=1)[C:2]1[CH:7]=[CH:6][CH:5]=[CH:4][CH:3]=1.[ClH:16].Cl.[NH2:18][CH:19]1[CH2:24][CH2:23][N:22]([C:25]2[CH:30]=[CH:29][N:28]=[CH:27][CH:26]=2)[CH2:21][CH2:20]1.C(=O)([O-])[O-].[K+].[K+].C1(P(C2CCCCC2)C2C=CC=CC=2C2C=CC=CC=2)CCCCC1.Cl, predict the reaction product. The product is: [ClH:15].[ClH:16].[CH2:1]([C:8]1[CH:13]=[C:12]([CH3:14])[N:11]=[C:10]([NH:18][CH:19]2[CH2:20][CH2:21][N:22]([C:25]3[CH:26]=[CH:27][N:28]=[CH:29][CH:30]=3)[CH2:23][CH2:24]2)[N:9]=1)[C:2]1[CH:7]=[CH:6][CH:5]=[CH:4][CH:3]=1. (7) Given the reactants [F:1][C:2]1[CH:7]=[CH:6][C:5]([F:8])=[CH:4][C:3]=1[C@H:9]1[CH2:13][CH2:12][CH2:11][N:10]1[C:14]1[CH:19]=[CH:18][N:17]2[N:20]=[CH:21][C:22]([C:23]([OH:25])=O)=[C:16]2[N:15]=1.[NH:26]([C:28]([CH:30]1[CH2:35][CH2:34][N:33]([C:36]([O:38][C:39]([CH3:42])([CH3:41])[CH3:40])=[O:37])[CH2:32][CH2:31]1)=[O:29])[NH2:27].CCN(C(C)C)C(C)C.CN(C(ON1N=NC2C=CC=NC1=2)=[N+](C)C)C.F[P-](F)(F)(F)(F)F, predict the reaction product. The product is: [F:1][C:2]1[CH:7]=[CH:6][C:5]([F:8])=[CH:4][C:3]=1[C@H:9]1[CH2:13][CH2:12][CH2:11][N:10]1[C:14]1[CH:19]=[CH:18][N:17]2[N:20]=[CH:21][C:22]([C:23]([NH:27][NH:26][C:28]([CH:30]3[CH2:35][CH2:34][N:33]([C:36]([O:38][C:39]([CH3:42])([CH3:41])[CH3:40])=[O:37])[CH2:32][CH2:31]3)=[O:29])=[O:25])=[C:16]2[N:15]=1. (8) Given the reactants C(OC([NH:8][CH:9]1[CH2:14][CH2:13][N:12]([C:15]2[CH:20]=[CH:19][C:18]([CH2:21][C:22]([O:24][CH3:25])=[O:23])=[CH:17][CH:16]=2)[CH2:11][CH2:10]1)=O)(C)(C)C.[ClH:26].CO, predict the reaction product. The product is: [ClH:26].[ClH:26].[NH2:8][CH:9]1[CH2:14][CH2:13][N:12]([C:15]2[CH:20]=[CH:19][C:18]([CH2:21][C:22]([O:24][CH3:25])=[O:23])=[CH:17][CH:16]=2)[CH2:11][CH2:10]1.